The task is: Predict the reaction yield, written as a fraction of the theoretical maximum amount of product (1.0 means a 100% yield; for example, 0.34 means a 34% yield).. This data is from Reaction yield outcomes from USPTO patents with 853,638 reactions. (1) The reactants are [CH2:1]([N:5]1[C:10]2[N:11]=[CH:12][CH:13]=[CH:14][C:9]=2[C:8](=[O:15])O[C:6]1=[O:16])[CH2:2][CH2:3][CH3:4].[O:17]=[S:18]1(=[O:34])[C:23]2[CH:24]=[CH:25][CH:26]=[CH:27][C:22]=2[NH:21][C:20]([CH2:28]C(OCC)=O)=[N:19]1.[H-].[Na+].C(O)(=O)C. The catalyst is C1COCC1.Cl. The product is [CH2:1]([N:5]1[C:10]2[C:9](=[CH:14][CH:13]=[CH:12][N:11]=2)[C:8]([OH:15])=[C:28]([C:20]2[NH:21][C:22]3[CH:27]=[CH:26][CH:25]=[CH:24][C:23]=3[S:18](=[O:34])(=[O:17])[N:19]=2)[C:6]1=[O:16])[CH2:2][CH2:3][CH3:4]. The yield is 0.330. (2) The product is [CH3:15][C:16]([CH3:21])([CH3:20])[C:17]#[C:18][C:2]1[C:7]([F:8])=[CH:6][CH:5]=[CH:4][C:3]=1[NH:9][C:10](=[O:14])[CH2:11][CH2:12][CH3:13]. The catalyst is CCN(CC)CC.[Cu]I.Cl[Pd](Cl)([P](C1C=CC=CC=1)(C1C=CC=CC=1)C1C=CC=CC=1)[P](C1C=CC=CC=1)(C1C=CC=CC=1)C1C=CC=CC=1. The reactants are Br[C:2]1[C:7]([F:8])=[CH:6][CH:5]=[CH:4][C:3]=1[NH:9][C:10](=[O:14])[CH2:11][CH2:12][CH3:13].[CH3:15][C:16]([CH3:21])([CH3:20])[C:17]#[C:18]C. The yield is 0.550. (3) The reactants are [CH:1]1([C:7]([CH:9]([C:13]2[CH:18]=[CH:17][CH:16]=[CH:15][CH:14]=2)[CH2:10][CH:11]=O)=[O:8])[CH2:6][CH2:5][CH2:4][CH2:3][CH2:2]1.[CH2:19]([O:21][C:22]1[CH:27]=[CH:26][CH:25]=[CH:24][C:23]=1[N:28]1[CH2:33][CH2:32][NH:31][CH2:30][CH2:29]1)[CH3:20].[Na]. No catalyst specified. The product is [CH2:19]([O:21][C:22]1[CH:27]=[CH:26][CH:25]=[CH:24][C:23]=1[N:28]1[CH2:29][CH2:30][N:31]([CH2:11][CH2:10][CH:9]([C:7]([CH:1]2[CH2:6][CH2:5][CH2:4][CH2:3][CH2:2]2)=[O:8])[C:13]2[CH:18]=[CH:17][CH:16]=[CH:15][CH:14]=2)[CH2:32][CH2:33]1)[CH3:20]. The yield is 0.520. (4) The reactants are [Br:1][C:2]1[CH:3]=[C:4]([CH2:8]O)[CH:5]=[N:6][CH:7]=1.S(Cl)([Cl:12])=O.[OH-].[Na+]. The catalyst is C(Cl)Cl. The product is [Br:1][C:2]1[CH:7]=[N:6][CH:5]=[C:4]([CH2:8][Cl:12])[CH:3]=1. The yield is 0.930. (5) The reactants are [Cl:1][C:2]1[CH:7]=[CH:6][C:5]([Cl:8])=[CH:4][C:3]=1[CH2:9][C:10]#N.S(=O)(=O)(O)[OH:13].[OH2:17]. No catalyst specified. The product is [Cl:1][C:2]1[CH:7]=[CH:6][C:5]([Cl:8])=[CH:4][C:3]=1[CH2:9][C:10]([OH:13])=[O:17]. The yield is 0.910.